The task is: Regression. Given a peptide amino acid sequence and an MHC pseudo amino acid sequence, predict their binding affinity value. This is MHC class I binding data.. This data is from Peptide-MHC class I binding affinity with 185,985 pairs from IEDB/IMGT. (1) The peptide sequence is AANTVIWDY. The MHC is HLA-A11:01 with pseudo-sequence HLA-A11:01. The binding affinity (normalized) is 0.568. (2) The binding affinity (normalized) is 0.0847. The peptide sequence is VTFGARASF. The MHC is HLA-A02:19 with pseudo-sequence YFAMYGEKVAHTHVDTLYVRYHYYTWAVQAYTGY.